Dataset: Peptide-MHC class II binding affinity with 134,281 pairs from IEDB. Task: Regression. Given a peptide amino acid sequence and an MHC pseudo amino acid sequence, predict their binding affinity value. This is MHC class II binding data. (1) The peptide sequence is VVIEELFNRIPETSV. The MHC is H-2-IAd with pseudo-sequence H-2-IAd. The binding affinity (normalized) is 0.389. (2) The peptide sequence is EKKYFDATQFEPLAA. The MHC is DRB1_1602 with pseudo-sequence DRB1_1602. The binding affinity (normalized) is 0.458. (3) The peptide sequence is IIGVLHQNFKDTSMQ. The MHC is HLA-DQA10501-DQB10303 with pseudo-sequence HLA-DQA10501-DQB10303. The binding affinity (normalized) is 0.446. (4) The MHC is DRB1_0101 with pseudo-sequence DRB1_0101. The peptide sequence is IPFNVVSAMMKSFIK. The binding affinity (normalized) is 0.574.